Predict the reaction yield, written as a fraction of the theoretical maximum amount of product (1.0 means a 100% yield; for example, 0.34 means a 34% yield). From a dataset of Reaction yield outcomes from USPTO patents with 853,638 reactions. The reactants are [C:1]([O:5][C:6]([C:8]1[CH:13]=[CH:12][C:11]([C:14]2[C:15]([CH3:52])([CH3:51])[C@H:16]3[C@:29]([CH3:32])([CH2:30][CH:31]=2)[C@@H:28]2[C@:19]([CH3:50])([C@@:20]4([CH3:49])[C@H:25]([CH2:26][CH2:27]2)[C@H:24]2[C@H:33]([C:36]([CH3:38])=[CH2:37])[CH2:34][CH2:35][C@:23]2([C:39]([O:41]CC2C=CC=CC=2)=[O:40])[CH2:22][CH2:21]4)[CH2:18][CH2:17]3)=[CH:10][CH:9]=1)=[O:7])([CH3:4])([CH3:3])[CH3:2].C(N(CC)CC)C.[C:60]([SiH:64]([CH3:66])[CH3:65])([CH3:63])([CH3:62])[CH3:61]. The catalyst is ClCCCl.C([O-])(=O)C.[Pd+2].C([O-])(=O)C. The product is [C:1]([O:5][C:6]([C:8]1[CH:9]=[CH:10][C:11]([C:14]2[C:15]([CH3:52])([CH3:51])[C@H:16]3[C@:29]([CH3:32])([CH2:30][CH:31]=2)[C@@H:28]2[C@:19]([CH3:50])([C@@:20]4([CH3:49])[C@H:25]([CH2:26][CH2:27]2)[C@H:24]2[C@H:33]([C:36]([CH3:38])=[CH2:37])[CH2:34][CH2:35][C@:23]2([C:39]([O:41][Si:64]([C:60]([CH3:63])([CH3:62])[CH3:61])([CH3:66])[CH3:65])=[O:40])[CH2:22][CH2:21]4)[CH2:18][CH2:17]3)=[CH:12][CH:13]=1)=[O:7])([CH3:2])([CH3:3])[CH3:4]. The yield is 0.960.